Task: Predict the product of the given reaction.. Dataset: Forward reaction prediction with 1.9M reactions from USPTO patents (1976-2016) (1) Given the reactants Cl[C:2]1[N:7]=[CH:6][C:5]2[N:8]=[C:9]([C@H:17]([O:19][CH:20]3[CH2:25][CH2:24][CH2:23][CH2:22][O:21]3)[CH3:18])[N:10]([C@@H:11]([CH3:16])[C:12]([F:15])([F:14])[F:13])[C:4]=2[CH:3]=1.[NH2:26][C:27]1[CH:32]=[CH:31][N:30]=[C:29]([N:33]2[CH2:38][CH2:37][C@H:36]([OH:39])[C@H:35]([F:40])[CH2:34]2)[N:28]=1.C1(P(C2CCCCC2)C2C=CC=CC=2C2C(C(C)C)=CC(C(C)C)=CC=2C(C)C)CCCCC1.C(=O)([O-])[O-].[Cs+].[Cs+], predict the reaction product. The product is: [F:40][C@H:35]1[C@@H:36]([OH:39])[CH2:37][CH2:38][N:33]([C:29]2[N:28]=[C:27]([NH:26][C:2]3[N:7]=[CH:6][C:5]4[N:8]=[C:9]([C@H:17]([O:19][CH:20]5[CH2:25][CH2:24][CH2:23][CH2:22][O:21]5)[CH3:18])[N:10]([C@@H:11]([CH3:16])[C:12]([F:15])([F:14])[F:13])[C:4]=4[CH:3]=3)[CH:32]=[CH:31][N:30]=2)[CH2:34]1. (2) Given the reactants [Cl:1][C:2]1[CH:3]=[C:4]([C@H:8]([O:13][CH2:14][CH2:15][NH:16][C:17](=[O:20])[O:18][CH3:19])[CH2:9][CH2:10][NH:11][CH3:12])[CH:5]=[CH:6][CH:7]=1.NC[C@@H:23]([NH:32][C:33](=[O:39])OCCCC)[CH2:24][C@H:25]1[CH2:31][CH2:30][CH2:29][CH2:28][O:27][CH2:26]1.[NH2:40][CH2:41][C@@H](N(C)C(=O)OC(C)(C)C)C[C@H]1CCCOC1, predict the reaction product. The product is: [Cl:1][C:2]1[CH:3]=[C:4]([C@H:8]([O:13][CH2:14][CH2:15][NH:16][C:17](=[O:20])[O:18][CH3:19])[CH2:9][CH2:10][N:11]([CH3:12])[C:33](=[O:39])[NH:32][CH2:23][C@H:24]([CH2:25][C@H:31]2[CH2:30][CH2:29][CH2:28][O:27][CH2:26]2)[NH:40][CH3:41])[CH:5]=[CH:6][CH:7]=1. (3) Given the reactants [CH3:1][CH:2]([CH3:25])[CH2:3][CH:4]([C:10]1[CH:15]=[CH:14][C:13]([N+:16]([O-])=O)=[C:12]([O:19][CH2:20][C:21]([F:24])([F:23])[F:22])[CH:11]=1)[C:5]([O:7][CH2:8][CH3:9])=[O:6], predict the reaction product. The product is: [NH2:16][C:13]1[CH:14]=[CH:15][C:10]([CH:4]([CH2:3][CH:2]([CH3:1])[CH3:25])[C:5]([O:7][CH2:8][CH3:9])=[O:6])=[CH:11][C:12]=1[O:19][CH2:20][C:21]([F:22])([F:23])[F:24]. (4) Given the reactants [F:1][C:2]1[C:10]2[O:9][CH:8]([CH2:11][OH:12])[CH2:7][C:6]=2[CH:5]=[C:4]([Br:13])[CH:3]=1.[C:14]1([CH3:24])[CH:19]=[CH:18][C:17]([S:20](Cl)(=[O:22])=[O:21])=[CH:16][CH:15]=1.CC1C=CC(S(OCC2CC3C(C(F)(F)F)=CC=C(Cl)C=3O2)(=O)=O)=CC=1, predict the reaction product. The product is: [CH3:24][C:14]1[CH:19]=[CH:18][C:17]([S:20]([O:12][CH2:11][CH:8]2[CH2:7][C:6]3[CH:5]=[C:4]([Br:13])[CH:3]=[C:2]([F:1])[C:10]=3[O:9]2)(=[O:22])=[O:21])=[CH:16][CH:15]=1. (5) Given the reactants [Cl:1][C:2]1[CH:3]=[C:4]([C:13]2[C:22]3[C:17](=[CH:18][C:19]4[C:25]([NH2:26])=[N:24][O:23][C:20]=4[CH:21]=3)[CH:16]=[C:15]([CH3:27])[N:14]=2)[CH:5]=[N:6][C:7]=1[O:8][CH2:9][CH:10]([CH3:12])[CH3:11].[CH:28]1([S:31](Cl)(=[O:33])=[O:32])[CH2:30][CH2:29]1.CCCC[N+](CCCC)(CCCC)CCCC.[F-].C1COCC1, predict the reaction product. The product is: [Cl:1][C:2]1[CH:3]=[C:4]([C:13]2[C:22]3[C:17](=[CH:18][C:19]4[C:25]([NH:26][S:31]([CH:28]5[CH2:30][CH2:29]5)(=[O:33])=[O:32])=[N:24][O:23][C:20]=4[CH:21]=3)[CH:16]=[C:15]([CH3:27])[N:14]=2)[CH:5]=[N:6][C:7]=1[O:8][CH2:9][CH:10]([CH3:12])[CH3:11]. (6) Given the reactants [F:1][C:2]1[CH:7]=[CH:6][C:5]([N:8]2[C:12]3[CH:13]=[C:14]4[C@:19]([C:21](Cl)=[O:22])([CH2:20][C:11]=3[CH:10]=[N:9]2)[CH2:18][N:17]([S:24]([C:27]2[CH:28]=[N:29][C:30]([N:33]3[CH2:37][CH2:36][C@@H:35]([F:38])[CH2:34]3)=[CH:31][CH:32]=2)(=[O:26])=[O:25])[CH2:16][CH2:15]4)=[CH:4][CH:3]=1.[O:39]1[CH2:44][CH2:43][CH2:42][CH2:41][CH:40]1[O:45][CH:46]1[CH2:49][CH:48]([CH2:50][OH:51])[CH2:47]1, predict the reaction product. The product is: [O:39]1[CH2:44][CH2:43][CH2:42][CH2:41][CH:40]1[O:45][CH:46]1[CH2:47][CH:48]([CH2:50][O:51][C:21]([C@@:19]23[CH2:18][N:17]([S:24]([C:27]4[CH:28]=[N:29][C:30]([N:33]5[CH2:37][CH2:36][C@@H:35]([F:38])[CH2:34]5)=[CH:31][CH:32]=4)(=[O:26])=[O:25])[CH2:16][CH2:15][C:14]2=[CH:13][C:12]2[N:8]([C:5]4[CH:6]=[CH:7][C:2]([F:1])=[CH:3][CH:4]=4)[N:9]=[CH:10][C:11]=2[CH2:20]3)=[O:22])[CH2:49]1.